Predict the reactants needed to synthesize the given product. From a dataset of Full USPTO retrosynthesis dataset with 1.9M reactions from patents (1976-2016). (1) Given the product [C:43]([C:24]1[CH:25]=[C:20]([N:7]([CH2:6][CH:1]2[CH2:5][CH2:4][CH2:3][CH2:2]2)[C:8](=[O:19])[NH:9][C:10]2[S:11][C:12]([S:51][CH2:50][C:49]([OH:48])=[O:58])=[CH:13][N:14]=2)[CH:21]=[CH:22][CH:23]=1)(=[O:45])[CH3:39], predict the reactants needed to synthesize it. The reactants are: [CH:1]1([CH2:6][N:7]([C:20]2[CH:25]=[CH:24][C:23](S(C)(=O)=O)=[CH:22][CH:21]=2)[C:8](=[O:19])[NH:9][C:10]2[S:11][CH:12]=[C:13](CC(O)=O)[N:14]=2)[CH2:5][CH2:4][CH2:3][CH2:2]1.C1(CNC2C=CC=[C:39]([C:43](=[O:45])C)C=2)CCCC1.C([O:48][C:49](=[O:58])[CH2:50][S:51]C1SC(N)=NC=1)C. (2) Given the product [F:1][C:2]1[CH:7]=[CH:6][CH:5]=[CH:4][C:3]=1[C:8]1[N:12]([S:30]([C:26]2[CH:25]=[N:24][CH:29]=[CH:28][CH:27]=2)(=[O:32])=[O:31])[CH:11]=[C:10]([CH:13]=[O:14])[CH:9]=1, predict the reactants needed to synthesize it. The reactants are: [F:1][C:2]1[CH:7]=[CH:6][CH:5]=[CH:4][C:3]=1[C:8]1[NH:12][CH:11]=[C:10]([CH:13]=[O:14])[CH:9]=1.C(N(C(C)C)CC)(C)C.[N:24]1[CH:29]=[CH:28][CH:27]=[C:26]([S:30](Cl)(=[O:32])=[O:31])[CH:25]=1.Cl. (3) Given the product [CH3:17][N:4]1[C:5]2[N:6]=[CH:7][N:8]([CH2:12][C:13]([F:16])([F:15])[F:14])[C:9](=[O:11])[C:10]=2[C:2]([C:23]2[CH:28]=[CH:27][CH:26]=[CH:25][N:24]=2)=[CH:3]1, predict the reactants needed to synthesize it. The reactants are: I[C:2]1[C:10]2[C:9](=[O:11])[N:8]([CH2:12][C:13]([F:16])([F:15])[F:14])[CH:7]=[N:6][C:5]=2[N:4]([CH3:17])[CH:3]=1.C([Sn](CCCC)(CCCC)[C:23]1[CH:28]=[CH:27][CH:26]=[CH:25][N:24]=1)CCC. (4) Given the product [Br:1][C:2]1[N:3]=[CH:4][C:5]2[O:11][CH2:12][C:13](=[O:15])[NH:8][C:6]=2[CH:7]=1, predict the reactants needed to synthesize it. The reactants are: [Br:1][C:2]1[CH:7]=[C:6]([N+:8]([O-])=O)[C:5]([O:11][CH2:12][C:13]([O:15]C)=O)=[CH:4][N+:3]=1[O-].C(O)(=O)C.